From a dataset of Catalyst prediction with 721,799 reactions and 888 catalyst types from USPTO. Predict which catalyst facilitates the given reaction. (1) Reactant: [OH:1][C:2]1[C:10]2[O:9][C:8]([CH3:11])=[C:7]([C:12]([C:14]3[CH:19]=[C:18]([O:20][CH3:21])[C:17]([O:22][CH3:23])=[C:16]([O:24][CH3:25])[CH:15]=3)=[O:13])[C:6]=2[CH:5]=[CH:4][C:3]=1[O:26][CH3:27].C(Br)(Br)(Br)Br.[CH2:33]([O:40][P:41]([O-:50])[O:42][CH2:43][C:44]1[CH:49]=[CH:48][CH:47]=[CH:46][CH:45]=1)[C:34]1[CH:39]=[CH:38][CH:37]=[CH:36][CH:35]=1.C(N(CC)CC)C. Product: [P:41]([O:1][C:2]1[C:10]2[O:9][C:8]([CH3:11])=[C:7]([C:12](=[O:13])[C:14]3[CH:15]=[C:16]([O:24][CH3:25])[C:17]([O:22][CH3:23])=[C:18]([O:20][CH3:21])[CH:19]=3)[C:6]=2[CH:5]=[CH:4][C:3]=1[O:26][CH3:27])([O:40][CH2:33][C:34]1[CH:39]=[CH:38][CH:37]=[CH:36][CH:35]=1)([O:42][CH2:43][C:44]1[CH:49]=[CH:48][CH:47]=[CH:46][CH:45]=1)=[O:50]. The catalyst class is: 115. (2) Reactant: C(NC(C)C)(C)C.C([Li])CCC.[CH:13]1([C:18]#[N:19])[CH2:17][CH2:16][CH2:15][CH2:14]1.[Br:20][C:21]1[CH:34]=[CH:33][C:24]([O:25][Si:26]([C:29]([CH3:32])([CH3:31])[CH3:30])([CH3:28])[CH3:27])=[CH:23][C:22]=1[CH2:35]Br.[Cl-].[NH4+]. Product: [Br:20][C:21]1[CH:34]=[CH:33][C:24]([O:25][Si:26]([C:29]([CH3:32])([CH3:31])[CH3:30])([CH3:28])[CH3:27])=[CH:23][C:22]=1[CH2:35][C:13]1([C:18]#[N:19])[CH2:17][CH2:16][CH2:15][CH2:14]1. The catalyst class is: 134. (3) Reactant: [CH3:1][O:2][C:3]([C:5]1[CH:13]=[CH:12][C:8]([C:9]([OH:11])=O)=[CH:7][CH:6]=1)=[O:4].C(N(CC)CC)C.CN(C(ON1N=NC2C=CC=NC1=2)=[N+](C)C)C.F[P-](F)(F)(F)(F)F.[NH2:45][CH:46]1[CH2:51][CH2:50][N:49]([CH2:52][C:53]2[CH:60]=[CH:59][C:56]([C:57]#[N:58])=[CH:55][CH:54]=2)[CH2:48][CH2:47]1.Cl. Product: [C:57]([C:56]1[CH:55]=[CH:54][C:53]([CH2:52][N:49]2[CH2:48][CH2:47][CH:46]([NH:45][C:9]([C:8]3[CH:7]=[CH:6][C:5]([C:3]([O:2][CH3:1])=[O:4])=[CH:13][CH:12]=3)=[O:11])[CH2:51][CH2:50]2)=[CH:60][CH:59]=1)#[N:58]. The catalyst class is: 35. (4) Reactant: [Cl:1][CH2:2][C:3]([C:5]1[N:10]=[CH:9][CH:8]=[CH:7][N:6]=1)=[O:4].[BH4-].[Na+]. Product: [Cl:1][CH2:2][CH:3]([C:5]1[N:10]=[CH:9][CH:8]=[CH:7][N:6]=1)[OH:4]. The catalyst class is: 8. (5) Reactant: Cl[C:2]1[C:11]([CH3:12])=[N:10][C:9]2[C:4](=[CH:5][CH:6]=[C:7]([F:14])[C:8]=2[F:13])[N:3]=1.[CH3:15][O:16][C:17]([C:20]1[C:25]([OH:26])=[CH:24][CH:23]=[CH:22][N:21]=1)([CH3:19])[CH3:18].C(=O)([O-])[O-].[K+].[K+]. Product: [F:13][C:8]1[C:7]([F:14])=[CH:6][CH:5]=[C:4]2[C:9]=1[N:10]=[C:11]([CH3:12])[C:2]([O:26][C:25]1[C:20]([C:17]([O:16][CH3:15])([CH3:18])[CH3:19])=[N:21][CH:22]=[CH:23][CH:24]=1)=[N:3]2. The catalyst class is: 60.